Task: Predict the reaction yield, written as a fraction of the theoretical maximum amount of product (1.0 means a 100% yield; for example, 0.34 means a 34% yield).. Dataset: Reaction yield outcomes from USPTO patents with 853,638 reactions The reactants are [Br:1][C:2]1[CH:3]=[N:4][CH:5]=[C:6]([CH:10]=1)[C:7]([OH:9])=O.C(Cl)(=O)C(Cl)=O.[CH:17]1([CH2:20][NH2:21])[CH2:19][CH2:18]1.C([O-])(O)=O.[Na+]. The catalyst is C(Cl)Cl.CN(C=O)C. The product is [Br:1][C:2]1[CH:3]=[N:4][CH:5]=[C:6]([CH:10]=1)[C:7]([NH:21][CH2:20][CH:17]1[CH2:19][CH2:18]1)=[O:9]. The yield is 0.710.